From a dataset of Forward reaction prediction with 1.9M reactions from USPTO patents (1976-2016). Predict the product of the given reaction. (1) The product is: [NH:24]1[C:25]2[C:21](=[C:20]([C:18]3[CH:17]=[C:16]4[C:12]([CH:13]=[N:14][NH:15]4)=[C:11]([NH:10][C:8]([C:6]4[CH:5]=[CH:4][CH:3]=[C:2]([N:33]5[CH2:34][CH2:35][N:30]([CH3:29])[CH2:31][CH2:32]5)[N:7]=4)=[O:9])[CH:19]=3)[CH:28]=[CH:27][CH:26]=2)[CH:22]=[CH:23]1. Given the reactants Cl[C:2]1[N:7]=[C:6]([C:8]([NH:10][C:11]2[CH:19]=[C:18]([C:20]3[CH:28]=[CH:27][CH:26]=[C:25]4[C:21]=3[CH:22]=[CH:23][NH:24]4)[CH:17]=[C:16]3[C:12]=2[CH:13]=[N:14][NH:15]3)=[O:9])[CH:5]=[CH:4][CH:3]=1.[CH3:29][N:30]1[CH2:35][CH2:34][NH:33][CH2:32][CH2:31]1.CCN(C(C)C)C(C)C, predict the reaction product. (2) Given the reactants [CH3:1][O:2][C:3]([C:5]1[CH:6]=[C:7]([C:12]([OH:14])=O)[C:8]([OH:11])=[N:9][CH:10]=1)=[O:4].Cl.CN(C)CCCN=C=NCC.O.ON1C2C=CC=CC=2N=N1.[CH2:38]([NH2:45])[C:39]1[CH:44]=[CH:43][CH:42]=[CH:41][CH:40]=1, predict the reaction product. The product is: [CH3:1][O:2][C:3](=[O:4])[C:5]1[CH:6]=[C:7]([C:12](=[O:14])[NH:45][CH2:38][C:39]2[CH:44]=[CH:43][CH:42]=[CH:41][CH:40]=2)[C:8]([OH:11])=[N:9][CH:10]=1. (3) Given the reactants [NH:1]1[CH:5]=[CH:4][C:3]([C:6]2[C:7]3[CH:14]=[CH:13][N:12]([CH2:15][O:16][CH2:17][CH2:18][Si:19]([CH3:22])([CH3:21])[CH3:20])[C:8]=3[N:9]=[CH:10][N:11]=2)=[CH:2]1.[C:23](=[O:26])([O-])[O-:24].[K+].[K+].[CH3:29][N:30]([CH3:33])[CH:31]=O, predict the reaction product. The product is: [C:2]([CH2:3][CH:4]([N:1]1[CH:5]=[CH:4][C:3]([C:6]2[C:7]3[CH:14]=[CH:13][N:12]([CH2:15][O:16][CH2:17][CH2:18][Si:19]([CH3:22])([CH3:21])[CH3:20])[C:8]=3[N:9]=[CH:10][N:11]=2)=[CH:2]1)[CH2:29][N:30]1[CH2:33][CH2:13][N:12]([C:23]([O:24][C:7]([CH3:6])([CH3:14])[CH3:8])=[O:26])[CH2:15][CH2:31]1)#[N:1]. (4) The product is: [CH3:24][C:2]1([CH3:1])[O:6][C@@H:5]([C:7]([NH:42][C@H:38]2[C:39]3[C:34](=[CH:33][C:32]([CH2:31][N:25]4[CH2:30][CH2:29][CH2:28][CH2:27][CH2:26]4)=[CH:41][CH:40]=3)[CH2:35][CH2:36][CH2:37]2)=[O:9])[C@@H:4]([CH2:10][S:11]([C:14]2[CH:23]=[CH:22][C:21]3[C:16](=[CH:17][CH:18]=[CH:19][CH:20]=3)[CH:15]=2)(=[O:12])=[O:13])[O:3]1. Given the reactants [CH3:1][C:2]1([CH3:24])[O:6][C@@H:5]([C:7]([OH:9])=O)[C@@H:4]([CH2:10][S:11]([C:14]2[CH:23]=[CH:22][C:21]3[C:16](=[CH:17][CH:18]=[CH:19][CH:20]=3)[CH:15]=2)(=[O:13])=[O:12])[O:3]1.[N:25]1([CH2:31][C:32]2[CH:33]=[C:34]3[C:39](=[CH:40][CH:41]=2)[C@H:38]([NH2:42])[CH2:37][CH2:36][CH2:35]3)[CH2:30][CH2:29][CH2:28][CH2:27][CH2:26]1.ON1C2C=CC=CC=2N=N1, predict the reaction product.